From a dataset of Peptide-MHC class I binding affinity with 185,985 pairs from IEDB/IMGT. Regression. Given a peptide amino acid sequence and an MHC pseudo amino acid sequence, predict their binding affinity value. This is MHC class I binding data. (1) The peptide sequence is RQDILDLWIY. The MHC is HLA-B07:02 with pseudo-sequence HLA-B07:02. The binding affinity (normalized) is 0.0902. (2) The MHC is HLA-A02:01 with pseudo-sequence HLA-A02:01. The peptide sequence is QLVCKDHLA. The binding affinity (normalized) is 0.0866. (3) The peptide sequence is NVINYSAL. The MHC is H-2-Db with pseudo-sequence H-2-Db. The binding affinity (normalized) is 0.315. (4) The peptide sequence is LIGLIIPPL. The MHC is HLA-A02:03 with pseudo-sequence HLA-A02:03. The binding affinity (normalized) is 0.156.